This data is from Forward reaction prediction with 1.9M reactions from USPTO patents (1976-2016). The task is: Predict the product of the given reaction. (1) Given the reactants [H-].[Na+].[NH2:3][CH2:4][CH2:5][CH2:6][OH:7].[CH2:8](Br)[C:9]1[CH:14]=[CH:13][CH:12]=[CH:11][CH:10]=1, predict the reaction product. The product is: [CH2:8]([O:7][CH2:6][CH2:5][CH2:4][NH2:3])[C:9]1[CH:14]=[CH:13][CH:12]=[CH:11][CH:10]=1. (2) Given the reactants C(N1C=CN=C1)([N:3]1C=CN=C1)=O.[C:13]([C:17]1[CH:25]=[CH:24][C:20]([C:21](O)=[O:22])=[CH:19][CH:18]=1)([CH3:16])([CH3:15])[CH3:14].O.N, predict the reaction product. The product is: [C:13]([C:17]1[CH:25]=[CH:24][C:20]([C:21]([NH2:3])=[O:22])=[CH:19][CH:18]=1)([CH3:16])([CH3:15])[CH3:14].